This data is from Full USPTO retrosynthesis dataset with 1.9M reactions from patents (1976-2016). The task is: Predict the reactants needed to synthesize the given product. (1) Given the product [C:1]([O:4][CH2:5][C:6]1[CH:11]=[C:10]([O:12][CH2:33][CH2:34][CH2:35][S:36]([CH3:39])(=[O:38])=[O:37])[CH:9]=[C:8]([CH3:13])[C:7]=1[C:14]1[CH:19]=[CH:18][CH:17]=[C:16]([CH2:20][OH:21])[CH:15]=1)(=[O:3])[CH3:2], predict the reactants needed to synthesize it. The reactants are: [C:1]([O:4][CH2:5][C:6]1[CH:11]=[C:10]([OH:12])[CH:9]=[C:8]([CH3:13])[C:7]=1[C:14]1[CH:19]=[CH:18][CH:17]=[C:16]([CH2:20][OH:21])[CH:15]=1)(=[O:3])[CH3:2].CC1C=CC(S(O[CH2:33][CH2:34][CH2:35][S:36]([CH3:39])(=[O:38])=[O:37])(=O)=O)=CC=1.C(=O)([O-])[O-].[K+].[K+].O. (2) Given the product [CH3:18][C:16]1[N:15]([CH3:19])[C:14]2[CH:20]=[C:6]([C:4]([OH:5])=[O:3])[C:7]3[CH2:8][CH2:9][CH:10]([C:21]4[CH:26]=[CH:25][CH:24]=[CH:23][CH:22]=4)[O:11][C:12]=3[C:13]=2[N:17]=1, predict the reactants needed to synthesize it. The reactants are: C([O:3][C:4]([C:6]1[C:7]2[CH2:8][CH2:9][CH:10]([C:21]3[CH:26]=[CH:25][CH:24]=[CH:23][CH:22]=3)[O:11][C:12]=2[C:13]2[N:17]=[C:16]([CH3:18])[N:15]([CH3:19])[C:14]=2[CH:20]=1)=[O:5])C.[OH-].[Li+].Cl. (3) Given the product [Cl:40][C:9]1[CH:8]=[C:7]([N:6]=[C:41]=[S:42])[CH:12]=[C:11]([C:13]([F:15])([F:16])[F:14])[C:10]=1[C:17]1[CH:22]=[CH:21][C:20]([S:23]([NH:26][CH2:27][C@@H:28]2[CH2:32][CH2:31][CH2:30][N:29]2[C:33]([O:35][C:36]([CH3:37])([CH3:39])[CH3:38])=[O:34])(=[O:24])=[O:25])=[CH:19][CH:18]=1, predict the reactants needed to synthesize it. The reactants are: C(=O)([O-])[O-].[Ca+2].[NH2:6][C:7]1[CH:12]=[C:11]([C:13]([F:16])([F:15])[F:14])[C:10]([C:17]2[CH:22]=[CH:21][C:20]([S:23]([NH:26][CH2:27][C@@H:28]3[CH2:32][CH2:31][CH2:30][N:29]3[C:33]([O:35][C:36]([CH3:39])([CH3:38])[CH3:37])=[O:34])(=[O:25])=[O:24])=[CH:19][CH:18]=2)=[C:9]([Cl:40])[CH:8]=1.[C:41](Cl)(Cl)=[S:42].Cl.